Dataset: Reaction yield outcomes from USPTO patents with 853,638 reactions. Task: Predict the reaction yield, written as a fraction of the theoretical maximum amount of product (1.0 means a 100% yield; for example, 0.34 means a 34% yield). (1) The reactants are [C:1]([N:5]1[C:9]2=[N:10][CH:11]=[CH:12][CH:13]=[C:8]2[CH:7]([CH2:14][C:15]2[C:20]([CH2:21][O:22][Si](C(C)C)(C(C)C)C(C)C)=[CH:19][C:18]([Cl:33])=[CH:17][N:16]=2)[C:6]1=[O:34])([CH3:4])([CH3:3])[CH3:2]. The catalyst is C1COCC1. The product is [C:1]([N:5]1[C:9]2=[N:10][CH:11]=[CH:12][CH:13]=[C:8]2[CH:7]([CH2:14][C:15]2[C:20]([CH2:21][OH:22])=[CH:19][C:18]([Cl:33])=[CH:17][N:16]=2)[C:6]1=[O:34])([CH3:4])([CH3:2])[CH3:3]. The yield is 0.780. (2) The reactants are [CH3:1][C:2]1[N:6]=[C:5]([C:7]2[CH:12]=[CH:11][C:10]([N+:13]([O-])=O)=[CH:9][CH:8]=2)[S:4][N:3]=1.C(=O)([O-])O.[Na+]. The catalyst is C(O)C. The product is [CH3:1][C:2]1[N:6]=[C:5]([C:7]2[CH:12]=[CH:11][C:10]([NH2:13])=[CH:9][CH:8]=2)[S:4][N:3]=1. The yield is 0.970. (3) The reactants are [CH3:1][O:2][C:3]([C:5]1[N:6]=[N:7][N:8]([C:10]2[CH:15]=[C:14]([C:16]([OH:18])=O)[CH:13]=[CH:12][C:11]=2[CH3:19])[CH:9]=1)=[O:4].ON1C2N=CC=CC=2N=N1.C(Cl)CCl.[NH2:34][C:35]1[C:36]([O:50][CH3:51])=[C:37]([NH:45][S:46]([CH3:49])(=[O:48])=[O:47])[CH:38]=[C:39]([C:41]([F:44])([F:43])[F:42])[CH:40]=1. The catalyst is CN(C=O)C.O. The product is [CH3:1][O:2][C:3]([C:5]1[N:6]=[N:7][N:8]([C:10]2[CH:15]=[C:14]([C:16](=[O:18])[NH:34][C:35]3[CH:40]=[C:39]([C:41]([F:43])([F:42])[F:44])[CH:38]=[C:37]([NH:45][S:46]([CH3:49])(=[O:48])=[O:47])[C:36]=3[O:50][CH3:51])[CH:13]=[CH:12][C:11]=2[CH3:19])[CH:9]=1)=[O:4]. The yield is 0.0560. (4) The reactants are [NH2:1][C:2]1[CH:3]=[C:4]([CH:9]=[C:10]([C:12]2[S:13][C:14]3[CH:15]=[N:16][CH:17]=[CH:18][C:19]=3[N:20]=2)[CH:11]=1)[C:5]([O:7][CH3:8])=[O:6].[CH3:21][O:22][C:23]1[CH:24]=[C:25]([CH:29]=[C:30]([O:34][CH3:35])[C:31]=1[O:32][CH3:33])[C:26](Cl)=[O:27]. The catalyst is N1C=CC=CC=1. The product is [N:20]1[C:19]2[CH:18]=[CH:17][N:16]=[CH:15][C:14]=2[S:13][C:12]=1[C:10]1[CH:9]=[C:4]([CH:3]=[C:2]([NH:1][C:26](=[O:27])[C:25]2[CH:24]=[C:23]([O:22][CH3:21])[C:31]([O:32][CH3:33])=[C:30]([O:34][CH3:35])[CH:29]=2)[CH:11]=1)[C:5]([O:7][CH3:8])=[O:6]. The yield is 0.360. (5) The reactants are C[Al](C)C.Cl.[CH3:6][NH2:7].C([O:10][C:11]([C:13]1[O:14][C:15]2[C:21]([F:22])=[C:20]([C:23]3[CH:28]=[CH:27][CH:26]=[CH:25][CH:24]=3)[C:19]([CH3:29])=[C:18]([C:30]#[N:31])[C:16]=2[N:17]=1)=O)C.Cl. The catalyst is ClCCl. The product is [C:30]([C:18]1[C:16]2[N:17]=[C:13]([C:11]([NH:7][CH3:6])=[O:10])[O:14][C:15]=2[C:21]([F:22])=[C:20]([C:23]2[CH:28]=[CH:27][CH:26]=[CH:25][CH:24]=2)[C:19]=1[CH3:29])#[N:31]. The yield is 0.640.